This data is from Full USPTO retrosynthesis dataset with 1.9M reactions from patents (1976-2016). The task is: Predict the reactants needed to synthesize the given product. (1) Given the product [C:1]([C:5]1[CH:10]=[CH:9][C:8]([C:33]2[C:32]([S:31][C:30]3[N:21]([CH2:20][CH2:19][CH2:18][NH:17][CH:15]([CH3:16])[CH3:14])[C:22]4[C:23]([N:29]=3)=[C:24]([NH2:28])[N:25]=[CH:26][N:27]=4)=[CH:37][C:36]3[O:38][CH2:39][O:40][C:35]=3[CH:34]=2)=[CH:7][CH:6]=1)([CH3:4])([CH3:3])[CH3:2], predict the reactants needed to synthesize it. The reactants are: [C:1]([C:5]1[CH:10]=[CH:9][C:8](B(O)O)=[CH:7][CH:6]=1)([CH3:4])([CH3:3])[CH3:2].[CH3:14][CH:15]([NH:17][CH2:18][CH2:19][CH2:20][N:21]1[C:30]([S:31][C:32]2[CH:37]=[C:36]3[O:38][CH2:39][O:40][C:35]3=[CH:34][C:33]=2I)=[N:29][C:23]2[C:24]([NH2:28])=[N:25][CH:26]=[N:27][C:22]1=2)[CH3:16].C([O-])(O)=O.[Na+].CN(C=O)C. (2) Given the product [CH3:8][O:9][CH2:10][CH2:11][N:12]1[CH:4]([CH2:3][C:2]([F:7])([F:6])[F:1])[CH:14]([C:13]([NH:30][C:29]2[CH:31]=[CH:32][CH:33]=[C:27]([O:26][CH3:25])[CH:28]=2)=[O:24])[C:15]2[C:16](=[CH:20][CH:21]=[CH:22][CH:23]=2)[C:17]1=[O:19], predict the reactants needed to synthesize it. The reactants are: [F:1][C:2]([F:7])([F:6])[CH2:3][CH:4]=O.[CH3:8][O:9][CH2:10][CH2:11][NH2:12].[C:13]1(=[O:24])[O:19][C:17](=O)[C:16]2=[CH:20][CH:21]=[CH:22][CH:23]=[C:15]2[CH2:14]1.[CH3:25][O:26][C:27]1[CH:28]=[C:29]([CH:31]=[CH:32][CH:33]=1)[NH2:30]. (3) Given the product [NH2:1][C:17]1[N:16]([CH3:24])[C:15](=[O:25])[C:14]([O:26][CH3:27])=[C:13]2[C:18]=1[CH2:19][CH2:20][N:11]([CH2:10][C:9]1[CH:29]=[CH:30][C:6]([F:5])=[CH:7][CH:8]=1)[C:12]2=[O:28], predict the reactants needed to synthesize it. The reactants are: [N-:1]=[N+]=[N-].[Na+].[F:5][C:6]1[CH:30]=[CH:29][C:9]([CH2:10][N:11]2[CH2:20][CH2:19][C:18]3[C:13](=[C:14]([O:26][CH3:27])[C:15](=[O:25])[N:16]([CH3:24])[C:17]=3C(Cl)=O)[C:12]2=[O:28])=[CH:8][CH:7]=1. (4) Given the product [OH:19][C@@H:20]([C:31]1[CH:32]=[CH:33][CH:34]=[C:35]([O:11][CH2:12][CH:13]2[CH2:18][CH2:17][O:16][CH2:15][CH2:14]2)[CH:36]=1)[CH2:21][CH2:22][NH:23][C:24](=[O:30])[O:25][C:26]([CH3:29])([CH3:28])[CH3:27], predict the reactants needed to synthesize it. The reactants are: C([O-])([O-])=O.[Cs+].[Cs+].CS([O:11][CH2:12][CH:13]1[CH2:18][CH2:17][O:16][CH2:15][CH2:14]1)(=O)=O.[OH:19][C@@H:20]([C:31]1[CH:36]=[CH:35][CH:34]=[C:33](O)[CH:32]=1)[CH2:21][CH2:22][NH:23][C:24](=[O:30])[O:25][C:26]([CH3:29])([CH3:28])[CH3:27].[NH4+].[Cl-].